This data is from Peptide-MHC class II binding affinity with 134,281 pairs from IEDB. The task is: Regression. Given a peptide amino acid sequence and an MHC pseudo amino acid sequence, predict their binding affinity value. This is MHC class II binding data. The peptide sequence is RPGPSRGVQGFIFFF. The MHC is HLA-DQA10201-DQB10301 with pseudo-sequence HLA-DQA10201-DQB10301. The binding affinity (normalized) is 0.568.